From a dataset of Peptide-MHC class I binding affinity with 185,985 pairs from IEDB/IMGT. Regression. Given a peptide amino acid sequence and an MHC pseudo amino acid sequence, predict their binding affinity value. This is MHC class I binding data. (1) The peptide sequence is STLFFTTTLF. The MHC is HLA-A24:02 with pseudo-sequence HLA-A24:02. The binding affinity (normalized) is 0.299. (2) The peptide sequence is GNFSWFPHK. The MHC is HLA-A33:01 with pseudo-sequence HLA-A33:01. The binding affinity (normalized) is 0.191. (3) The peptide sequence is VLTGNLQTL. The MHC is BoLA-T2C with pseudo-sequence BoLA-T2C. The binding affinity (normalized) is 0.936. (4) The peptide sequence is CTPCGSGTF. The MHC is Mamu-B17 with pseudo-sequence Mamu-B17. The binding affinity (normalized) is 0.209.